Dataset: Full USPTO retrosynthesis dataset with 1.9M reactions from patents (1976-2016). Task: Predict the reactants needed to synthesize the given product. (1) Given the product [C:1]([C:3]1[CH:4]=[C:5]([C:6]2[O:8][N:50]=[C:32]([C:33]3[CH:41]=[CH:40][CH:39]=[C:38]4[C:34]=3[CH:35]=[CH:36][N:37]4[CH2:42][CH2:43][CH2:44][C:45]([O:47][CH2:48][CH3:49])=[O:46])[N:31]=2)[CH:9]=[CH:10][C:11]=1[O:12][CH:13]([CH3:15])[CH3:14])#[N:2], predict the reactants needed to synthesize it. The reactants are: [C:1]([C:3]1[CH:4]=[C:5]([CH:9]=[CH:10][C:11]=1[O:12][CH:13]([CH3:15])[CH3:14])[C:6]([OH:8])=O)#[N:2].C(Cl)CCl.C1C=CC2N(O)N=NC=2C=1.O[NH:31][C:32](=[NH:50])[C:33]1[CH:41]=[CH:40][CH:39]=[C:38]2[C:34]=1[CH:35]=[CH:36][N:37]2[CH2:42][CH2:43][CH2:44][C:45]([O:47][CH2:48][CH3:49])=[O:46]. (2) Given the product [CH2:1]([O:3][C:4]1[C:8]([CH2:9][CH2:10][CH2:11][O:12][C:13]2[CH:18]=[CH:17][C:16]([CH2:19][CH2:20][C:21]([OH:23])=[O:22])=[C:15]([O:26][CH:37]([CH3:39])[CH3:38])[CH:14]=2)=[CH:7][N:6]([C:27]2[CH:32]=[CH:31][C:30]([C:33]([F:34])([F:35])[F:36])=[CH:29][N:28]=2)[N:5]=1)[CH3:2], predict the reactants needed to synthesize it. The reactants are: [CH2:1]([O:3][C:4]1[C:8]([CH2:9][CH2:10][CH2:11][O:12][C:13]2[CH:18]=[CH:17][C:16]([CH2:19][CH2:20][C:21]([O:23]CC)=[O:22])=[C:15]([OH:26])[CH:14]=2)=[CH:7][N:6]([C:27]2[CH:32]=[CH:31][C:30]([C:33]([F:36])([F:35])[F:34])=[CH:29][N:28]=2)[N:5]=1)[CH3:2].[CH:37](O)([CH3:39])[CH3:38].C(P(CCCC)CCCC)CCC.N(C(N1CCCCC1)=O)=NC(N1CCCCC1)=O. (3) Given the product [CH2:14]([N:16]([CH:29]1[CH2:34][CH2:33][CH2:32][C:31]([C:7]2[CH:6]=[CH:5][N:4]=[CH:3][C:2]=2[F:1])([OH:35])[CH2:30]1)[C:17]1[CH:24]=[CH:23][C:20]([C:21]#[N:22])=[C:19]([C:25]([F:26])([F:27])[F:28])[CH:18]=1)[CH3:15], predict the reactants needed to synthesize it. The reactants are: [F:1][C:2]1[CH:3]=[N:4][CH:5]=[CH:6][C:7]=1I.C([Mg]Br)(C)C.[CH2:14]([N:16]([CH:29]1[CH2:34][CH2:33][CH2:32][C:31](=[O:35])[CH2:30]1)[C:17]1[CH:24]=[CH:23][C:20]([C:21]#[N:22])=[C:19]([C:25]([F:28])([F:27])[F:26])[CH:18]=1)[CH3:15].